From a dataset of Full USPTO retrosynthesis dataset with 1.9M reactions from patents (1976-2016). Predict the reactants needed to synthesize the given product. (1) The reactants are: [CH2:1]([S:8][C:9]1[C:14]([C:15]2[O:16][C:17]([CH3:20])=[N:18][N:19]=2)=[CH:13][C:12]([N+:21]([O-])=O)=[CH:11][N:10]=1)[C:2]1[CH:7]=[CH:6][CH:5]=[CH:4][CH:3]=1.C(O)(=O)C. Given the product [CH2:1]([S:8][C:9]1[N:10]=[CH:11][C:12]([NH2:21])=[CH:13][C:14]=1[C:15]1[O:16][C:17]([CH3:20])=[N:18][N:19]=1)[C:2]1[CH:3]=[CH:4][CH:5]=[CH:6][CH:7]=1, predict the reactants needed to synthesize it. (2) Given the product [F:12][C:13]1[CH:14]=[C:15]([NH:16][C:5]2[N:6]=[CH:7][CH:8]=[CH:9][C:4]=2[C:3]([O:2][CH3:1])=[O:11])[CH:17]=[CH:18][CH:19]=1, predict the reactants needed to synthesize it. The reactants are: [CH3:1][O:2][C:3](=[O:11])[C:4]1[CH:9]=[CH:8][CH:7]=[N:6][C:5]=1F.[F:12][C:13]1[CH:14]=[C:15]([CH:17]=[CH:18][CH:19]=1)[NH2:16].